This data is from Catalyst prediction with 721,799 reactions and 888 catalyst types from USPTO. The task is: Predict which catalyst facilitates the given reaction. (1) Reactant: [O:1]([C:8]1[CH:9]=[C:10]([CH:13]=[CH:14][CH:15]=1)[CH2:11]O)[C:2]1[CH:7]=[CH:6][CH:5]=[CH:4][CH:3]=1.P(Br)(Br)[Br:17]. Product: [O:1]([C:8]1[CH:9]=[C:10]([CH:13]=[CH:14][CH:15]=1)[CH2:11][Br:17])[C:2]1[CH:7]=[CH:6][CH:5]=[CH:4][CH:3]=1. The catalyst class is: 2. (2) Reactant: C([O:4][C@H:5]1[CH2:22][CH2:21][C@@:20]2([CH3:23])[C@@H:7]([CH2:8][CH2:9][C@:10]3([CH3:46])[C@@H:19]2[CH2:18][CH2:17][C@H:16]2[C@@:11]3([CH3:45])[CH2:12][CH2:13][C@@:14]3([C:30](=[O:44])[NH:31][C@@H:32]4[CH2:36][CH2:35][C@H:34]([CH2:37][N:38]5[CH2:43][CH2:42][O:41][CH2:40][CH2:39]5)[CH2:33]4)[CH2:26][CH2:25][C@@H:24]([C:27]([CH3:29])=[CH2:28])[C@@H:15]32)[C:6]1([CH3:48])[CH3:47])(=O)C.C1COCC1.[OH-].[Na+]. Product: [OH:4][C@H:5]1[CH2:22][CH2:21][C@@:20]2([CH3:23])[C@@H:7]([CH2:8][CH2:9][C@:10]3([CH3:46])[C@@H:19]2[CH2:18][CH2:17][C@H:16]2[C@@:11]3([CH3:45])[CH2:12][CH2:13][C@@:14]3([C:30]([NH:31][C@@H:32]4[CH2:36][CH2:35][C@H:34]([CH2:37][N:38]5[CH2:39][CH2:40][O:41][CH2:42][CH2:43]5)[CH2:33]4)=[O:44])[CH2:26][CH2:25][C@@H:24]([C:27]([CH3:29])=[CH2:28])[C@@H:15]32)[C:6]1([CH3:48])[CH3:47]. The catalyst class is: 5. (3) Reactant: [Br:1][C:2]1[CH:7]=[CH:6][C:5]([C:8](=[O:13])[C:9]([F:12])([F:11])[F:10])=[CH:4][CH:3]=1.[CH3:14][Mg]Br. Product: [Br:1][C:2]1[CH:7]=[CH:6][C:5]([C:8]([OH:13])([CH3:14])[C:9]([F:11])([F:12])[F:10])=[CH:4][CH:3]=1. The catalyst class is: 7. (4) Reactant: Cl.[NH2:2][OH:3].C([O-])(=O)C.[Na+].[CH3:9][N:10]1[CH2:15][CH2:14][CH2:13][CH2:12][C:11]1=O. Product: [CH3:9][N:10]1[CH2:15][CH2:14][C:13](=[N:2][OH:3])[CH2:12][CH2:11]1. The catalyst class is: 8.